Task: Regression/Classification. Given a drug SMILES string, predict its toxicity properties. Task type varies by dataset: regression for continuous values (e.g., LD50, hERG inhibition percentage) or binary classification for toxic/non-toxic outcomes (e.g., AMES mutagenicity, cardiotoxicity, hepatotoxicity). Dataset: herg_karim.. Dataset: hERG potassium channel inhibition data for cardiac toxicity prediction from Karim et al. The compound is C[C@@H](c1ccc(-c2ccn(C)c(=O)c2)cc1)N1CC[C@](CC(C)(C)O)(c2ccccc2)OC1=O. The result is 0 (non-blocker).